This data is from Oral bioavailability binary classification data from Ma et al.. The task is: Regression/Classification. Given a drug SMILES string, predict its absorption, distribution, metabolism, or excretion properties. Task type varies by dataset: regression for continuous measurements (e.g., permeability, clearance, half-life) or binary classification for categorical outcomes (e.g., BBB penetration, CYP inhibition). Dataset: bioavailability_ma. (1) The compound is CNCCCCOc1ccccc1Cc1ccccc1. The result is 0 (low bioavailability). (2) The compound is CN(C)CCCN1c2ccccc2CCc2ccccc21. The result is 1 (high bioavailability). (3) The compound is CCc1cccc2c3c([nH]c12)C(CC)(CC(=O)O)OCC3. The result is 1 (high bioavailability). (4) The molecule is CCCCc1oc2ccccc2c1C(=O)c1cc(I)c(OCCN(CC)CC)c(I)c1. The result is 1 (high bioavailability). (5) The drug is CC(C)(C)NCC(O)COc1cccc2c1SCCC2. The result is 1 (high bioavailability).